This data is from Forward reaction prediction with 1.9M reactions from USPTO patents (1976-2016). The task is: Predict the product of the given reaction. (1) Given the reactants Cl.[CH3:2][O:3][C:4]1[CH:5]=[C:6]([S:12]([N:15]2[CH2:20][C@H:19]([CH3:21])[NH:18][CH2:17][C@@H:16]2[CH3:22])(=[O:14])=[O:13])[CH:7]=[CH:8][C:9]=1[O:10][CH3:11].CCN(C(C)C)C(C)C.[CH3:32][O:33][C:34]1[CH:39]=[CH:38][C:37]([S:40](Cl)(=[O:42])=[O:41])=[CH:36][CH:35]=1, predict the reaction product. The product is: [CH3:2][O:3][C:4]1[CH:5]=[C:6]([S:12]([N:15]2[CH2:20][C@H:19]([CH3:21])[N:18]([S:40]([C:37]3[CH:36]=[CH:35][C:34]([O:33][CH3:32])=[CH:39][CH:38]=3)(=[O:42])=[O:41])[CH2:17][C@@H:16]2[CH3:22])(=[O:13])=[O:14])[CH:7]=[CH:8][C:9]=1[O:10][CH3:11]. (2) Given the reactants C([SiH3])CCC.[Br:6][C:7]1[CH:16]=[C:15]2[C:10]([CH:11](O)[CH2:12][CH:13]([C:17]3[CH:22]=[CH:21][CH:20]=[CH:19][CH:18]=3)[O:14]2)=[CH:9][CH:8]=1.FC1C(B(C2C(F)=C(F)C(F)=C(F)C=2F)C2C(F)=C(F)C(F)=C(F)C=2F)=C(F)C(F)=C(F)C=1F.C(=O)(O)[O-].[Na+], predict the reaction product. The product is: [Br:6][C:7]1[CH:16]=[C:15]2[C:10]([CH2:11][CH2:12][CH:13]([C:17]3[CH:18]=[CH:19][CH:20]=[CH:21][CH:22]=3)[O:14]2)=[CH:9][CH:8]=1. (3) Given the reactants [C:1]([O:5][C:6](=[O:23])[CH2:7][CH:8]([OH:22])[CH2:9][C@H:10]([OH:21])[CH2:11][O:12][C:13](=[O:20])[C:14]1[CH:19]=[CH:18][CH:17]=[CH:16][CH:15]=1)([CH3:4])([CH3:3])[CH3:2].CO[C:26](OC)([CH3:28])[CH3:27].C1(C)C=CC(S(O)(=O)=O)=CC=1.C(=O)([O-])O.[Na+], predict the reaction product. The product is: [C:1]([O:5][C:6](=[O:23])[CH2:7][C@H:8]1[CH2:9][C@@H:10]([CH2:11][O:12][C:13](=[O:20])[C:14]2[CH:15]=[CH:16][CH:17]=[CH:18][CH:19]=2)[O:21][C:26]([CH3:28])([CH3:27])[O:22]1)([CH3:4])([CH3:2])[CH3:3]. (4) Given the reactants [NH2:1][C:2]1[N:11]=[CH:10][C:9]2[CH:8]=[CH:7][C:6]3[C:12]([C:16]([O:18]CC)=O)=[N:13][N:14]([CH3:15])[C:5]=3[C:4]=2[N:3]=1.C[N:22](C)C=O.[NH4+].[OH-], predict the reaction product. The product is: [NH2:1][C:2]1[N:11]=[CH:10][C:9]2[CH:8]=[CH:7][C:6]3[C:12]([C:16]([NH2:22])=[O:18])=[N:13][N:14]([CH3:15])[C:5]=3[C:4]=2[N:3]=1.